This data is from Full USPTO retrosynthesis dataset with 1.9M reactions from patents (1976-2016). The task is: Predict the reactants needed to synthesize the given product. (1) Given the product [CH3:1][N:2]([CH2:13][C:14]1[N:18]([CH2:19][C@H:20]2[CH2:25][CH2:24][CH2:23][N:22]([CH2:26][C:27]3[S:66][CH:30]=[CH:31][CH:32]=3)[CH2:21]2)[C:17]2[CH:33]=[CH:34][CH:35]=[CH:36][C:16]=2[N:15]=1)[C@@H:3]1[C:12]2[N:11]=[CH:10][CH:9]=[CH:8][C:7]=2[CH2:6][CH2:5][CH2:4]1, predict the reactants needed to synthesize it. The reactants are: [CH3:1][N:2]([CH2:13][C:14]1[N:18]([CH2:19][C@H:20]2[CH2:25][CH2:24][CH2:23][N:22]([CH2:26][C:27]3[CH:32]=[CH:31][CH:30]=CN=3)[CH2:21]2)[C:17]2[CH:33]=[CH:34][CH:35]=[CH:36][C:16]=2[N:15]=1)[C@@H:3]1[C:12]2[N:11]=[CH:10][CH:9]=[CH:8][C:7]=2[CH2:6][CH2:5][CH2:4]1.CN(CC1N(C[C@H]2CCCNC2)C2C=CC=CC=2N=1)[C@@H]1C2N=CC=CC=2CCC1.[S:66]1C=CC=C1C=O. (2) Given the product [F:1][C:2]1[C:12]2[C:11]3[NH:39][N:40]=[C:14]([C:16]4[CH:20]=[C:19]([CH3:21])[O:38][N:17]=4)[C:10]=3[CH2:9][CH2:8][CH2:7][C:6]=2[CH:5]=[C:4]([N:22]2[CH2:26][C@H:25]([CH2:27][NH:28][C:29]([C:31]3[CH:35]=[C:34]([CH3:36])[O:33][N:32]=3)=[O:30])[O:24][C:23]2=[O:37])[CH:3]=1, predict the reactants needed to synthesize it. The reactants are: [F:1][C:2]1[C:12]2[C:11](=O)[CH:10]([C:14]([C:16]3[CH:20]=[C:19]([CH3:21])O[N:17]=3)=O)[CH2:9][CH2:8][CH2:7][C:6]=2[CH:5]=[C:4]([N:22]2[CH2:26][C@H:25]([CH2:27][NH:28][C:29]([C:31]3[CH:35]=[C:34]([CH3:36])[O:33][N:32]=3)=[O:30])[O:24][C:23]2=[O:37])[CH:3]=1.[OH2:38].[NH2:39][NH2:40]. (3) Given the product [Cl:23][CH2:24][C:25]1[N:20]=[C:18](/[CH:17]=[CH:16]/[C:13]2[CH:12]=[CH:11][C:10]([C:9]([F:21])([F:22])[F:8])=[CH:15][CH:14]=2)[O:19][CH:27]=1, predict the reactants needed to synthesize it. The reactants are: C1(C)C=CC=CC=1.[F:8][C:9]([F:22])([F:21])[C:10]1[CH:15]=[CH:14][C:13](/[CH:16]=[CH:17]/[C:18]([NH2:20])=[O:19])=[CH:12][CH:11]=1.[Cl:23][CH2:24][C:25]([CH2:27]Cl)=O. (4) Given the product [C:11]([O:15][C:16](=[O:26])[NH:17][C:18]1[CH:23]=[N:22][C:21]([CH2:24][N:2]([C:3]2[CH:10]=[CH:9][C:6]([C:7]#[N:8])=[CH:5][CH:4]=2)[CH3:1])=[CH:20][N:19]=1)([CH3:14])([CH3:13])[CH3:12], predict the reactants needed to synthesize it. The reactants are: [CH3:1][NH:2][C:3]1[CH:10]=[CH:9][C:6]([C:7]#[N:8])=[CH:5][CH:4]=1.[C:11]([O:15][C:16](=[O:26])[NH:17][C:18]1[CH:23]=[N:22][C:21]([CH2:24]Br)=[CH:20][N:19]=1)([CH3:14])([CH3:13])[CH3:12].C(=O)([O-])[O-].[K+].[K+]. (5) The reactants are: [C:1]([O:5][C:6](=[O:37])[CH2:7][C@@H:8]1[N:14]([C:15]([O:17][C:18]([CH3:21])([CH3:20])[CH3:19])=[O:16])[C:13](=[O:22])[C:12]2[CH:23]=[C:24]([C:27]3[CH:28]=[N:29][N:30]([CH3:32])[CH:31]=3)[CH:25]=[CH:26][C:11]=2[C:10]2[C:33]([CH3:36])=[N:34][O:35][C:9]1=2)([CH3:4])([CH3:3])[CH3:2].[Cl:38][C:39]1[CH:44]=[CH:43][C:42]([Mg]Br)=[CH:41][CH:40]=1.Cl.CCOC(C)=O. Given the product [C:18]([O:17][C:15]([NH:14][C@H:8]([C:9]1[O:35][N:34]=[C:33]([CH3:36])[C:10]=1[C:11]1[CH:26]=[CH:25][C:24]([C:27]2[CH:28]=[N:29][N:30]([CH3:32])[CH:31]=2)=[CH:23][C:12]=1[C:13](=[O:22])[C:42]1[CH:43]=[CH:44][C:39]([Cl:38])=[CH:40][CH:41]=1)[CH2:7][C:6]([O:5][C:1]([CH3:3])([CH3:2])[CH3:4])=[O:37])=[O:16])([CH3:19])([CH3:20])[CH3:21], predict the reactants needed to synthesize it. (6) The reactants are: [NH2:1][CH2:2][CH2:3][NH:4][C:5]1[CH:25]=[C:24]([C:26]2[N:30]=[C:29]([CH3:31])[O:28][N:27]=2)[CH:23]=[CH:22][C:6]=1[CH2:7][NH:8][C:9](=[O:21])[C:10]1[CH:15]=[C:14]([O:16][CH3:17])[C:13]([CH3:18])=[C:12]([O:19][CH3:20])[CH:11]=1.N1C=CC=CC=1.[C:38](Cl)(=[O:40])[CH3:39]. Given the product [C:38]([NH:1][CH2:2][CH2:3][NH:4][C:5]1[CH:25]=[C:24]([C:26]2[N:30]=[C:29]([CH3:31])[O:28][N:27]=2)[CH:23]=[CH:22][C:6]=1[CH2:7][NH:8][C:9](=[O:21])[C:10]1[CH:15]=[C:14]([O:16][CH3:17])[C:13]([CH3:18])=[C:12]([O:19][CH3:20])[CH:11]=1)(=[O:40])[CH3:39], predict the reactants needed to synthesize it. (7) The reactants are: [N:1]1([C:6]2[CH:19]=[CH:18][C:9]([CH2:10][N:11]3[CH2:16][CH2:15][NH:14][CH2:13][C:12]3=[O:17])=[CH:8][CH:7]=2)[CH:5]=[CH:4][N:3]=[CH:2]1.C(N(C(C)C)CC)(C)C.Cl[S:30]([CH2:33][C:34]([O:36][CH3:37])=[O:35])(=[O:32])=[O:31]. Given the product [N:1]1([C:6]2[CH:19]=[CH:18][C:9]([CH2:10][N:11]3[CH2:16][CH2:15][N:14]([S:30]([CH2:33][C:34]([O:36][CH3:37])=[O:35])(=[O:32])=[O:31])[CH2:13][C:12]3=[O:17])=[CH:8][CH:7]=2)[CH:5]=[CH:4][N:3]=[CH:2]1, predict the reactants needed to synthesize it. (8) Given the product [C:2]([OH:7])(=[O:6])[CH2:3][CH2:4][CH3:5].[NH2:8][C@H:9]([C:20]([OH:22])=[O:21])[CH2:10][C:11]1[C:19]2[C:14](=[CH:15][CH:16]=[CH:17][CH:18]=2)[NH:13][CH:12]=1, predict the reactants needed to synthesize it. The reactants are: Cl.[C:2]([OH:7])(=[O:6])[CH2:3][CH2:4][CH3:5].[NH2:8][C@H:9]([C:20]([OH:22])=[O:21])[CH2:10][C:11]1[C:19]2[C:14](=[CH:15][CH:16]=[CH:17][CH:18]=2)[NH:13][CH:12]=1.C(N(CC)CC)C. (9) Given the product [F:13][C:14]1[CH:15]=[CH:16][C:17]([C:20]2[CH:24]=[C:23]([CH:25]([C:2]3[CH:7]=[CH:6][N:5]=[CH:4][CH:3]=3)[CH3:26])[O:22][N:21]=2)=[CH:18][CH:19]=1, predict the reactants needed to synthesize it. The reactants are: I[C:2]1[CH:7]=[CH:6][N:5]=[CH:4][CH:3]=1.[Li]CCCC.[F:13][C:14]1[CH:19]=[CH:18][C:17]([C:20]2[CH:24]=[C:23]([C:25](=O)[CH3:26])[O:22][N:21]=2)=[CH:16][CH:15]=1.